Task: Binary Classification. Given a miRNA mature sequence and a target amino acid sequence, predict their likelihood of interaction.. Dataset: Experimentally validated miRNA-target interactions with 360,000+ pairs, plus equal number of negative samples (1) The protein sequence of the target gene is MQAKNKDALQPIKEDRTGKAQDDAFWLQSLITDAFHDKGFQKIKEYFQQKESHFPQKYNRLLLYRLDRSINKELDKNEFQSVSLLLKCIQRFLVDGLKEDEPLLIRQGLIPKLVSWFERTTGILTSEGLASDTSLICVIEDFFDTALIISRSSSEGKIQMLDSFLLSLGFLVTEKTVNHLLQQEGLKTFNCILHAVPREERKKFPLSEGMCHLMKDLARTLLTVGDYDQQVAISEALCRLTIKKSRDELVHKWFDDEVIAEAFKEIKDREFETDSRRFLNHLNNRLGDQRRVYSFPCIAA.... Result: 0 (no interaction). The miRNA is hsa-miR-6809-3p with sequence CUUCUCUUCUCUCCUUCCCAG. (2) The miRNA is hsa-miR-6772-5p with sequence UGGGUGUAGGCUGGAGCUGAGG. The protein sequence of the target gene is MYAFVRFLEDNVCYALPVSCVRDFSPRSRLDFDNQKVYAVYRGPEELGAGPESPPRAPRDWGALLLHKAQILALAEDKSDLENSVMQKKIKIPKLSLNHVEEDGEVKDYGEEDLQLRHIKRPEGRKPSEVAHKSIEAVVARLEKQNGLSLGHSTCPEEVFVEASPGTEDMDSLEDAVVPRALYEELLRNYQQQQEEMRHLQQELERTRRQLVQQAKKLKEYGALVSEMKELRDLNRRLQDVLLLRLGSGPAIDLEKVKSECLEPEPELRSTFSEEANTSSYYPAPAPVMDKYILDNGKVH.... Result: 0 (no interaction). (3) The miRNA is hsa-miR-93-5p with sequence CAAAGUGCUGUUCGUGCAGGUAG. The protein sequence of the target gene is MEIPNPPTSKCITYWKRKVKSEYMRLRQLKRLQANMGAKALYVANFAKVQEKTQILNEEWKKLRVQPVQSMKPVSGHPFLKKCTIESIFPGFASQHMLMRSLNTVALVPIMYSWSPLQQNFMVEDETVLCNIPYMGDEVKEEDETFIEELINNYDGKVHGEEEMIPGSVLISDAVFLELVDALNQYSDEEEEGHNDTSDGKQDDSKEDLPVTRKRKRHAIEGNKKSSKKQFPNDMIFSAIASMFPENGVPDDMKERYRELTEMSDPNALPPQCTPNIDGPNAKSVQREQSLHSFHTLFCR.... Result: 1 (interaction). (4) The miRNA is hsa-miR-1268a with sequence CGGGCGUGGUGGUGGGGG. The protein sequence of the target gene is MATGDLKRSLRNLEQVLRLLNYPEEVDCVGLIKGDPAASLPIISYSFTSYSPYVTELIMESNVELIAKNDLRFIDAVYKLLRDQFNYKPILTKKQFIQCGFAEWKIQIVCDILNCVMKKHKELSSLQKIPSQQRKKISSGKSEPPLGNEKISAEAVGVDISGRFMTSGKKKAVVIRHLYNEDNVDISEDTLSPITDVNEAVDVSDLNATEIKMPEVKVPEIKAEQQDVNVNPEITALQTMLAECQENLKKLTSIEKRLDCLEQKMKGKVMVDENTWTNLLSRVTLLETEMLLSKKNDEFI.... Result: 0 (no interaction). (5) The protein sequence of the target gene is MWLKLFFLLLYFLVLFVLARFFEAIVWYETGIFATQLVDPVALSFKKLKTILECRGLGYSGLPEKKDVRELVEKSGDLMEGELYSALKEEEASESVSSTNFSGEMHFYELVEDTKDGIWLVQVIANDRSPLVGKIHWEKMVKKVSRFGIRTGTFNCSSDPRYCRRRGWVRSTLIMSVPQTSTSKGKVMLKEYSGRKIEVEHIFKWITAHAASRIKTIYNVEHLKEEWNKSDQYWVKIYLFANLDQPPAFFSALSIKFTGRVEFIFVNVENWNNKSYMTDIGIYNMPSYILRTPEGIYRYG.... Result: 0 (no interaction). The miRNA is mmu-miR-488-5p with sequence CCCAGAUAAUAGCACUCUCAA. (6) The miRNA is hsa-miR-4713-3p with sequence UGGGAUCCAGACAGUGGGAGAA. The protein sequence of the target gene is MRTVWSPLAAALAALGMSTYKRATLDEEDLVDSLSEGDVYPNGLQVNFRSSRSGQRCWAARTSVEKRLVVLVTLLAAGLVACLAALGIQYQTRTPPVCLTEACVSVTSSILNSMDPTVDPCQDFFSYACGGWIKANPVPDGHSRWGTFSNLWEHNQAVIKHLLENATASVSEAERKAQVYYRACMNETRIEELRAKPLMELIEKLGGWNITGPWAKDNFQDTLQVVTAHYRTSPFFSVYVSADSKNSNSNVIQVDQSGLGLPSRDYYLNKTENEKVLTGYLNYMVQLGKLLGGGDEDAIR.... Result: 0 (no interaction).